Dataset: Forward reaction prediction with 1.9M reactions from USPTO patents (1976-2016). Task: Predict the product of the given reaction. (1) Given the reactants CCN=C=NCCCN(C)C.[NH2:12][CH2:13][C:14]1[CH:19]=[CH:18][C:17]([CH2:20][CH2:21][OH:22])=[CH:16][CH:15]=1.[Cl:23][C:24]1[CH:32]=[N:31][CH:30]=[C:29]([Cl:33])[C:25]=1[C:26](O)=[O:27].ON1C2C=CC=CC=2N=N1.CN1CCOCC1, predict the reaction product. The product is: [Cl:23][C:24]1[CH:32]=[N:31][CH:30]=[C:29]([Cl:33])[C:25]=1[C:26]([NH:12][CH2:13][C:14]1[CH:19]=[CH:18][C:17]([CH2:20][CH2:21][OH:22])=[CH:16][CH:15]=1)=[O:27]. (2) Given the reactants [Cl:1][C:2]1[C:11]2[N:10](C)C(=O)O[C:7](=[O:14])[C:6]=2[CH:5]=[CH:4][CH:3]=1.[C:15]([NH:22][CH2:23][CH2:24][NH2:25])([O:17][C:18]([CH3:21])([CH3:20])[CH3:19])=[O:16], predict the reaction product. The product is: [C:18]([O:17][C:15](=[O:16])[NH:22][CH2:23][CH2:24][NH:25][C:7](=[O:14])[C:6]1[CH:5]=[CH:4][CH:3]=[C:2]([Cl:1])[C:11]=1[NH2:10])([CH3:21])([CH3:19])[CH3:20]. (3) Given the reactants [NH2:1][C@H:2]1[CH2:6][C@@H:5]([N:7]2[CH:15]=[N:14][C:13]3[C:8]2=[N:9][C:10]([N:31]2[CH2:35][CH2:34][C@@H:33]([NH:36][C:37]([NH:39][C:40]4[CH:41]=[N:42][CH:43]=[CH:44][CH:45]=4)=[O:38])[CH2:32]2)=[N:11][C:12]=3[NH:16][CH2:17][CH:18]([C:25]2[CH:30]=[CH:29][CH:28]=[CH:27][CH:26]=2)[C:19]2[CH:24]=[CH:23][CH:22]=[CH:21][CH:20]=2)[C@H:4]([OH:46])[C@@H:3]1[OH:47].CCN(C(C)C)C(C)C.[C:57]([Cl:60])(=[O:59])[CH3:58], predict the reaction product. The product is: [ClH:60].[C:25]1([CH:18]([C:19]2[CH:24]=[CH:23][CH:22]=[CH:21][CH:20]=2)[CH2:17][NH:16][C:12]2[N:11]=[C:10]([N:31]3[CH2:35][CH2:34][C@@H:33]([NH:36][C:37]([NH:39][C:40]4[CH:41]=[N:42][CH:43]=[CH:44][CH:45]=4)=[O:38])[CH2:32]3)[N:9]=[C:8]3[C:13]=2[N:14]=[CH:15][N:7]3[C@@H:5]2[CH2:6][C@H:2]([NH:1][C:57](=[O:59])[CH3:58])[C@@H:3]([OH:47])[C@H:4]2[OH:46])[CH:26]=[CH:27][CH:28]=[CH:29][CH:30]=1. (4) The product is: [C:1]([C:3]1[C:4]([O:31][C:28]2[CH:29]=[C:30]3[C:25](=[CH:26][CH:27]=2)[N:24]=[CH:23][N:22]=[C:21]3[NH:19][C:11]2[S:12][C:13]3[C:18]([N:10]=2)=[CH:17][CH:16]=[CH:15][N:14]=3)=[N:5][CH:6]=[CH:7][CH:8]=1)#[N:2]. Given the reactants [C:1]([C:3]1[C:4](Cl)=[N:5][CH:6]=[CH:7][CH:8]=1)#[N:2].[N:10]1[C:18]2[C:13](=[N:14][CH:15]=[CH:16][CH:17]=2)[S:12][C:11]=1[NH2:19].Cl[C:21]1[C:30]2[C:25](=[CH:26][CH:27]=[C:28]([OH:31])[CH:29]=2)[N:24]=[CH:23][N:22]=1, predict the reaction product. (5) The product is: [Br:1][C:2]1[CH:7]=[CH:6][C:5]([CH2:8][C:9]([NH:25][C:26]2[CH:31]=[C:30]([C:32]([F:33])([F:34])[F:35])[CH:29]=[C:28]([C:36]([N:38]3[CH2:39][CH2:40][O:41][CH2:42][CH2:43]3)=[O:37])[CH:27]=2)=[O:11])=[C:4]([F:12])[CH:3]=1. Given the reactants [Br:1][C:2]1[CH:7]=[CH:6][C:5]([CH2:8][C:9]([OH:11])=O)=[C:4]([F:12])[CH:3]=1.Cl.CN(C)CCCN=C=NCC.[NH2:25][C:26]1[CH:27]=[C:28]([C:36]([N:38]2[CH2:43][CH2:42][O:41][CH2:40][CH2:39]2)=[O:37])[CH:29]=[C:30]([C:32]([F:35])([F:34])[F:33])[CH:31]=1.CCN(CC)CC, predict the reaction product. (6) Given the reactants Cl[C:2]1[N:11]=[C:10]([NH:12][CH2:13][CH:14]([C:21]2[CH:26]=[CH:25][CH:24]=[CH:23][CH:22]=2)[C:15]2[CH:20]=[CH:19][CH:18]=[CH:17][CH:16]=2)[C:9]2[C:4](=[CH:5][CH:6]=[CH:7][CH:8]=2)[N:3]=1.[CH3:27][N:28]1[C:36]2[C:31](=[C:32](B(O)O)[CH:33]=[CH:34][CH:35]=2)[CH:30]=[N:29]1.C(NC1C2C(=CC=CC=2)N=C(C2SC3C=CC=CC=3C=2)N=1)(C1C=CC=CC=1)C1C=CC=CC=1, predict the reaction product. The product is: [C:15]1([CH:14]([C:21]2[CH:26]=[CH:25][CH:24]=[CH:23][CH:22]=2)[CH2:13][NH:12][C:10]2[C:9]3[C:4](=[CH:5][CH:6]=[CH:7][CH:8]=3)[N:3]=[C:2]([C:32]3[CH:33]=[CH:34][CH:35]=[C:36]4[C:31]=3[CH:30]=[N:29][N:28]4[CH3:27])[N:11]=2)[CH:20]=[CH:19][CH:18]=[CH:17][CH:16]=1.